From a dataset of Reaction yield outcomes from USPTO patents with 853,638 reactions. Predict the reaction yield, written as a fraction of the theoretical maximum amount of product (1.0 means a 100% yield; for example, 0.34 means a 34% yield). (1) The reactants are Br[C:2]1[C:7]2[CH:8]=[CH:9][S:10][C:6]=2[CH:5]=[CH:4][N:3]=1.[Cl:11][C:12]1[CH:17]=[CH:16][C:15]([CH2:18][CH2:19][NH2:20])=[CH:14][CH:13]=1.C(Cl)Cl. The catalyst is CO. The product is [Cl:11][C:12]1[CH:17]=[CH:16][C:15]([CH2:18][CH2:19][NH:20][C:2]2[C:7]3[CH:8]=[CH:9][S:10][C:6]=3[CH:5]=[CH:4][N:3]=2)=[CH:14][CH:13]=1. The yield is 0.820. (2) The reactants are [Br:1][C:2]1[C:3]([CH3:24])=[C:4]([CH:21]=[CH:22][CH:23]=1)[CH2:5][NH:6][C:7]1[CH:20]=[CH:19][C:10]2[C@H:11]([CH2:14][C:15]([O:17][CH3:18])=[O:16])[CH2:12][O:13][C:9]=2[CH:8]=1.C(N(CC)CC)C.[F:32][C:33]([F:44])([F:43])[C:34](O[C:34](=[O:35])[C:33]([F:44])([F:43])[F:32])=[O:35]. The catalyst is O1CCCC1.C(=O)(O)[O-].[Na+]. The product is [Br:1][C:2]1[C:3]([CH3:24])=[C:4]([CH:21]=[CH:22][CH:23]=1)[CH2:5][N:6]([C:34](=[O:35])[C:33]([F:44])([F:43])[F:32])[C:7]1[CH:20]=[CH:19][C:10]2[C@H:11]([CH2:14][C:15]([O:17][CH3:18])=[O:16])[CH2:12][O:13][C:9]=2[CH:8]=1. The yield is 0.820.